From a dataset of Forward reaction prediction with 1.9M reactions from USPTO patents (1976-2016). Predict the product of the given reaction. Given the reactants C(NC(C)C)(C)C.C([Li])CCC.[C:13]1(=[O:19])[CH2:18][CH2:17][CH2:16][CH2:15][CH2:14]1.[C:20]([O:24][CH2:25][CH3:26])(=[O:23])[CH:21]=[O:22], predict the reaction product. The product is: [OH:22][CH:21]([CH:14]1[CH2:15][CH2:16][CH2:17][CH2:18][C:13]1=[O:19])[C:20]([O:24][CH2:25][CH3:26])=[O:23].